From a dataset of Reaction yield outcomes from USPTO patents with 853,638 reactions. Predict the reaction yield, written as a fraction of the theoretical maximum amount of product (1.0 means a 100% yield; for example, 0.34 means a 34% yield). The reactants are [CH2:1]([N:3]([CH2:19][CH3:20])[C:4]([C:6]1[C:14]2[C:9](=[CH:10][CH:11]=[CH:12][CH:13]=2)[NH:8][C:7]=1[C:15]([NH:17][NH2:18])=[O:16])=[O:5])[CH3:2].[Cl:21][C:22]1[CH:29]=[CH:28][C:25]([CH:26]=O)=[CH:24][CH:23]=1. The catalyst is C(O)C. The product is [Cl:21][C:22]1[CH:29]=[CH:28][C:25]([CH:26]=[N:18][NH:17][C:15]([C:7]2[NH:8][C:9]3[C:14]([C:6]=2[C:4]([N:3]([CH2:1][CH3:2])[CH2:19][CH3:20])=[O:5])=[CH:13][CH:12]=[CH:11][CH:10]=3)=[O:16])=[CH:24][CH:23]=1. The yield is 0.640.